This data is from Full USPTO retrosynthesis dataset with 1.9M reactions from patents (1976-2016). The task is: Predict the reactants needed to synthesize the given product. (1) Given the product [ClH:39].[F:24][C:21]1[CH:22]=[CH:23][C:18]([S:15]([C:13]2[N:12]([C:25]3[C:26]([F:31])=[N:27][CH:28]=[CH:29][CH:30]=3)[N:11]=[C:10]([CH2:9][NH:7][CH3:6])[CH:14]=2)(=[O:16])=[O:17])=[CH:19][CH:20]=1, predict the reactants needed to synthesize it. The reactants are: C(O[C:6](=O)[N:7]([CH2:9][C:10]1[CH:14]=[C:13]([S:15]([C:18]2[CH:23]=[CH:22][C:21]([F:24])=[CH:20][CH:19]=2)(=[O:17])=[O:16])[N:12]([C:25]2[C:26]([F:31])=[N:27][CH:28]=[CH:29][CH:30]=2)[N:11]=1)C)(C)(C)C.C(OCC)(=O)C.[ClH:39]. (2) Given the product [Br:1][C:2]1[CH:3]=[C:4]([S:21][C:17]2[CH:18]=[CH:19][CH:20]=[C:15]([O:14][CH3:13])[CH:16]=2)[C:5]([C:8]#[N:9])=[N:6][CH:7]=1, predict the reactants needed to synthesize it. The reactants are: [Br:1][C:2]1[CH:3]=[C:4]([N+]([O-])=O)[C:5]([C:8]#[N:9])=[N:6][CH:7]=1.[CH3:13][O:14][C:15]1[CH:16]=[C:17]([SH:21])[CH:18]=[CH:19][CH:20]=1.CN(C=O)C.[H-].[Na+]. (3) Given the product [OH:14][CH2:9][CH2:10][CH2:11][C:12]#[C:13][C:2]1[CH:7]=[CH:6][CH:5]=[CH:4][C:3]=1[C:13]#[C:12][CH2:11][CH2:10][CH2:9][OH:14], predict the reactants needed to synthesize it. The reactants are: Br[C:2]1[CH:7]=[CH:6][CH:5]=[CH:4][C:3]=1Br.[CH2:9]([OH:14])[CH2:10][CH2:11][C:12]#[CH:13]. (4) Given the product [F:17][C:11]1[CH:12]=[CH:13][CH:14]=[C:15]([F:16])[C:10]=1[CH:7]1[NH:6][C:5]2[CH:18]=[CH:19][C:2]([C:25]3[CH:26]=[N:27][C:22]([O:21][CH3:20])=[CH:23][C:24]=3[CH3:31])=[CH:3][C:4]=2[O:9][CH2:8]1, predict the reactants needed to synthesize it. The reactants are: Br[C:2]1[CH:19]=[CH:18][C:5]2[NH:6][CH:7]([C:10]3[C:15]([F:16])=[CH:14][CH:13]=[CH:12][C:11]=3[F:17])[CH2:8][O:9][C:4]=2[CH:3]=1.[CH3:20][O:21][C:22]1[N:27]=[CH:26][C:25](B(O)O)=[C:24]([CH3:31])[CH:23]=1. (5) Given the product [N+:40](=[C:3]([C:2](=[O:1])[C:15]1[CH:16]=[C:17]([O:25][CH3:26])[C:18]([O:23][CH3:24])=[C:19]([O:21][CH3:22])[CH:20]=1)[C:4]([O:6][C:7]1[CH:12]=[CH:11][CH:10]=[C:9]([O:13][CH3:14])[CH:8]=1)=[O:5])=[N-:41], predict the reactants needed to synthesize it. The reactants are: [O:1]=[C:2]([C:15]1[CH:20]=[C:19]([O:21][CH3:22])[C:18]([O:23][CH3:24])=[C:17]([O:25][CH3:26])[CH:16]=1)[CH2:3][C:4]([O:6][C:7]1[CH:12]=[CH:11][CH:10]=[C:9]([O:13][CH3:14])[CH:8]=1)=[O:5].C(NC1C=CC(S([N:40]=[N+:41]=[N-])(=O)=O)=CC=1)(=O)C.C(#N)C. (6) The reactants are: [CH3:1][C:2]1([CH3:22])[CH:6]([C:7]2[CH:12]=[CH:11][C:10]([CH3:13])=[CH:9][CH:8]=2)[C:5]2[C:14]([CH3:21])=[C:15]([NH2:20])[C:16]([CH3:19])=[C:17]([CH3:18])[C:4]=2[O:3]1.[F:23][C:24]1[CH:32]=[CH:31][C:27]([C:28](Cl)=[O:29])=[CH:26][CH:25]=1. Given the product [F:23][C:24]1[CH:32]=[CH:31][C:27]([C:28]([NH:20][C:15]2[C:16]([CH3:19])=[C:17]([CH3:18])[C:4]3[O:3][C:2]([CH3:22])([CH3:1])[CH:6]([C:7]4[CH:8]=[CH:9][C:10]([CH3:13])=[CH:11][CH:12]=4)[C:5]=3[C:14]=2[CH3:21])=[O:29])=[CH:26][CH:25]=1, predict the reactants needed to synthesize it. (7) Given the product [C:28]([S:31][C:2]1[CH:3]=[C:4]2[C:9](=[CH:10][C:11]=1[F:12])[N:8]=[CH:7][CH:6]=[C:5]2[Cl:13])([CH3:30])([CH3:29])[CH3:27].[C:28]([S:31][C:15]1[C:16]([F:26])=[C:17]2[C:22](=[CH:23][CH:24]=1)[N:21]=[CH:20][CH:19]=[C:18]2[Cl:25])([CH3:30])([CH3:29])[CH3:27], predict the reactants needed to synthesize it. The reactants are: Br[C:2]1[CH:3]=[C:4]2[C:9](=[CH:10][C:11]=1[F:12])[N:8]=[CH:7][CH:6]=[C:5]2[Cl:13].Br[C:15]1[C:16]([F:26])=[C:17]2[C:22](=[CH:23][CH:24]=1)[N:21]=[CH:20][CH:19]=[C:18]2[Cl:25].[CH3:27][C:28]([SH:31])([CH3:30])[CH3:29].[Na].C([O-])([O-])=O.[Na+].[Na+].CC1(C)C2C(=C(P(C3C=CC=CC=3)C3C=CC=CC=3)C=CC=2)OC2C(P(C3C=CC=CC=3)C3C=CC=CC=3)=CC=CC1=2.